From a dataset of Peptide-MHC class II binding affinity with 134,281 pairs from IEDB. Regression. Given a peptide amino acid sequence and an MHC pseudo amino acid sequence, predict their binding affinity value. This is MHC class II binding data. (1) The peptide sequence is FLAVALVAGPAGSYA. The MHC is HLA-DPA10301-DPB10402 with pseudo-sequence HLA-DPA10301-DPB10402. The binding affinity (normalized) is 0.336. (2) The peptide sequence is VDGRGNYNTDLLPDW. The MHC is DRB1_0404 with pseudo-sequence DRB1_0404. The binding affinity (normalized) is 0.0869.